This data is from Catalyst prediction with 721,799 reactions and 888 catalyst types from USPTO. The task is: Predict which catalyst facilitates the given reaction. (1) Reactant: Cl[C:2]1[CH:7]=[C:6]2[CH2:8][O:9][C:10]3[CH:34]=[C:33]4[C:13]([CH:14]=[CH:15][C:16]5[N:20]=[C:19]([CH:21]6[CH2:25][CH2:24][CH2:23][N:22]6[C:26]([O:28][C:29]([CH3:32])([CH3:31])[CH3:30])=[O:27])[NH:18][C:17]=54)=[CH:12][C:11]=3[C:5]2=[CH:4][CH:3]=1.[B:35]1([B:35]2[O:39][C:38]([CH3:41])([CH3:40])[C:37]([CH3:43])([CH3:42])[O:36]2)[O:39][C:38]([CH3:41])([CH3:40])[C:37]([CH3:43])([CH3:42])[O:36]1.C([O-])(=O)C.[K+]. Product: [CH3:42][C:37]1([CH3:43])[C:38]([CH3:41])([CH3:40])[O:39][B:35]([C:2]2[CH:7]=[C:6]3[CH2:8][O:9][C:10]4[CH:34]=[C:33]5[C:13]([CH:14]=[CH:15][C:16]6[N:20]=[C:19]([CH:21]7[CH2:25][CH2:24][CH2:23][N:22]7[C:26]([O:28][C:29]([CH3:32])([CH3:31])[CH3:30])=[O:27])[NH:18][C:17]=65)=[CH:12][C:11]=4[C:5]3=[CH:4][CH:3]=2)[O:36]1. The catalyst class is: 155. (2) Reactant: [Cl:1][C:2]1[CH:3]=[CH:4][C:5]2[N:11]([CH2:12][C:13]([CH3:17])([CH3:16])[CH2:14][OH:15])[C:10](=[O:18])[C@@H:9]([CH2:19][C:20]([NH:22][CH2:23][CH2:24][C:25]3[CH:30]=[CH:29][C:28]([O:31][CH2:32][C:33]([OH:35])=[O:34])=[CH:27][CH:26]=3)=[O:21])[O:8][C@H:7]([C:36]3[CH:41]=[CH:40][CH:39]=[C:38]([O:42][CH3:43])[C:37]=3[O:44][CH3:45])[C:6]=2[CH:46]=1.N1C=CC=CC=1.[C:53](OCC)(=[O:55])[CH3:54].C(Cl)(=O)C. Product: [C:53]([O:15][CH2:14][C:13]([CH3:16])([CH3:17])[CH2:12][N:11]1[C:5]2[CH:4]=[CH:3][C:2]([Cl:1])=[CH:46][C:6]=2[C@@H:7]([C:36]2[CH:41]=[CH:40][CH:39]=[C:38]([O:42][CH3:43])[C:37]=2[O:44][CH3:45])[O:8][C@H:9]([CH2:19][C:20]([NH:22][CH2:23][CH2:24][C:25]2[CH:30]=[CH:29][C:28]([O:31][CH2:32][C:33]([OH:35])=[O:34])=[CH:27][CH:26]=2)=[O:21])[C:10]1=[O:18])(=[O:55])[CH3:54]. The catalyst class is: 6.